The task is: Regression. Given a peptide amino acid sequence and an MHC pseudo amino acid sequence, predict their binding affinity value. This is MHC class II binding data.. This data is from Peptide-MHC class II binding affinity with 134,281 pairs from IEDB. (1) The peptide sequence is MAFLRSVSRLAAAVF. The MHC is DRB1_1302 with pseudo-sequence DRB1_1302. The binding affinity (normalized) is 0.717. (2) The peptide sequence is ASEVFKAVEAYLVAH. The binding affinity (normalized) is 0.799. The MHC is DRB3_0202 with pseudo-sequence DRB3_0202. (3) The peptide sequence is ENVKMEDVGYPIIID. The MHC is HLA-DPA10201-DPB10501 with pseudo-sequence HLA-DPA10201-DPB10501. The binding affinity (normalized) is 0.188.